Dataset: Full USPTO retrosynthesis dataset with 1.9M reactions from patents (1976-2016). Task: Predict the reactants needed to synthesize the given product. (1) Given the product [CH2:10]([C:2]1[S:1][C:5]2=[N:6][CH:7]=[CH:8][CH:9]=[C:4]2[CH:3]=1)[CH3:11], predict the reactants needed to synthesize it. The reactants are: [S:1]1[C:5]2=[N:6][CH:7]=[CH:8][CH:9]=[C:4]2[CH:3]=[CH:2]1.[CH2:10]1COC[CH2:11]1.[Li]C(C)(C)C.BrCC. (2) Given the product [CH:11]1([C:16]([NH:1][C:2]2[CH:10]=[CH:9][C:5]([C:6]([OH:8])=[O:7])=[CH:4][CH:3]=2)=[O:17])[CH2:15][CH2:14][CH2:13][CH2:12]1, predict the reactants needed to synthesize it. The reactants are: [NH2:1][C:2]1[CH:10]=[CH:9][C:5]([C:6]([OH:8])=[O:7])=[CH:4][CH:3]=1.[CH:11]1([C:16](Cl)=[O:17])[CH2:15][CH2:14][CH2:13][CH2:12]1. (3) Given the product [Cl:1][C:2]1[N:3]=[C:4]([OH:20])[C:5]2[N:11]=[C:10]([C:12]3[CH:17]=[CH:16][C:15]([F:18])=[CH:14][CH:13]=3)[CH:9]=[CH:8][C:6]=2[N:7]=1, predict the reactants needed to synthesize it. The reactants are: [Cl:1][C:2]1[N:3]=[C:4](Cl)[C:5]2[N:11]=[C:10]([C:12]3[CH:17]=[CH:16][C:15]([F:18])=[CH:14][CH:13]=3)[CH:9]=[CH:8][C:6]=2[N:7]=1.[OH-:20].[Na+].Cl. (4) Given the product [NH2:12][C:13]1[C:14]2[CH:29]=[C:28]([CH:30]([OH:37])[CH2:31][N:1]3[CH2:6][CH2:5][O:4][CH2:3][CH2:2]3)[S:27][C:15]=2[N:16]=[C:17]([C:19]2[CH:20]=[C:21]([CH:22]=[CH:23][CH:24]=2)[C:25]#[N:26])[N:18]=1, predict the reactants needed to synthesize it. The reactants are: [NH:1]1[CH2:6][CH2:5][O:4][CH2:3][CH2:2]1.C1COCC1.[NH2:12][C:13]1[C:14]2[CH:29]=[C:28]([CH:30]([OH:37])[CH2:31]OS(C)(=O)=O)[S:27][C:15]=2[N:16]=[C:17]([C:19]2[CH:24]=[CH:23][CH:22]=[C:21]([C:25]#[N:26])[CH:20]=2)[N:18]=1. (5) Given the product [CH:71]1([N:70]2[C:67]([C:61]3[CH:62]=[CH:63][CH:64]=[C:65]([Cl:66])[C:60]=3[Cl:59])=[N:68][N:69]=[C:23]2[C@H:10]2[CH2:9][N:8]([C:6]([O:5][C:1]([CH3:4])([CH3:3])[CH3:2])=[O:7])[C@@H:13]([CH3:14])[CH2:12][C@@H:11]2[C:15]2[CH:20]=[CH:19][C:18]([F:21])=[C:17]([F:22])[CH:16]=2)[CH2:72][CH2:73]1, predict the reactants needed to synthesize it. The reactants are: [C:1]([O:5][C:6]([N:8]1[C@@H:13]([CH3:14])[CH2:12][C@H:11]([C:15]2[CH:20]=[CH:19][C:18]([F:21])=[C:17]([F:22])[CH:16]=2)[C@@H:10]([C:23](O)=O)[CH2:9]1)=[O:7])([CH3:4])([CH3:3])[CH3:2].CCN(C(C)C)C(C)C.CN(C(ON1N=NC2C=CC=NC1=2)=[N+](C)C)C.F[P-](F)(F)(F)(F)F.[Cl:59][C:60]1[C:65]([Cl:66])=[CH:64][CH:63]=[CH:62][C:61]=1[C:67](=[N:70][CH:71]1[CH2:73][CH2:72]1)[NH:68][NH2:69]. (6) Given the product [CH3:13][N:12]([CH3:14])[C:10](/[CH:9]=[CH:8]/[C:5]1[CH:4]=[C:3](/[CH:1]=[CH:20]/[C:15]([O:17][CH2:18][CH3:19])=[O:16])[NH:7][CH:6]=1)=[O:11], predict the reactants needed to synthesize it. The reactants are: [CH:1]([C:3]1[NH:7][CH:6]=[C:5](/[CH:8]=[CH:9]/[C:10]([N:12]([CH3:14])[CH3:13])=[O:11])[CH:4]=1)=O.[C:15]([CH:20]=P(C1C=CC=CC=1)(C1C=CC=CC=1)C1C=CC=CC=1)([O:17][CH2:18][CH3:19])=[O:16]. (7) The reactants are: [Cl:1][C:2]1[CH:3]=[C:4]2[C:9](=[CH:10][C:11]=1[OH:12])[O:8][CH:7]=[C:6]([C:13]1[CH:24]=[CH:23][C:16]([O:17][CH2:18][CH2:19][CH2:20][C:21]#[N:22])=[CH:15][CH:14]=1)[C:5]2=O.O.[NH2:27][NH2:28]. Given the product [Cl:1][C:2]1[C:11]([OH:12])=[CH:10][C:9]([OH:8])=[C:4]([C:5]2[C:6]([C:13]3[CH:24]=[CH:23][C:16]([O:17][CH2:18][CH2:19][CH2:20][C:21]#[N:22])=[CH:15][CH:14]=3)=[CH:7][NH:28][N:27]=2)[CH:3]=1, predict the reactants needed to synthesize it. (8) Given the product [Cl:19][C:16]1[CH:15]=[CH:14][C:13]([C:11]([N:10]2[C:9]3[C:4](=[CH:5][C:6]([O:20][CH3:21])=[CH:7][CH:8]=3)[C:3]([CH2:22][C:23]([NH:36][CH2:35][CH2:34][CH2:33][NH:32][C:31](=[O:37])[O:30][C:26]([CH3:28])([CH3:27])[CH3:29])=[O:25])=[C:2]2[CH3:1])=[O:12])=[CH:18][CH:17]=1, predict the reactants needed to synthesize it. The reactants are: [CH3:1][C:2]1[N:10]([C:11]([C:13]2[CH:14]=[CH:15][C:16]([Cl:19])=[CH:17][CH:18]=2)=[O:12])[C:9]2[CH:8]=[CH:7][C:6]([O:20][CH3:21])=[CH:5][C:4]=2[C:3]=1[CH2:22][C:23]([OH:25])=O.[C:26]([O:30][C:31](=[O:37])[NH:32][CH2:33][CH2:34][CH2:35][NH2:36])([CH3:29])([CH3:28])[CH3:27].Cl.C(N=C=NCCCN(C)C)C.ON1C2C=CC=CC=2N=N1.C(N(CC)C(C)C)(C)C. (9) Given the product [F:15][C:16]1[CH:24]=[CH:23][C:19]([CH2:20][C:11]([C:2]2[N:1]=[CH:6][CH:5]=[CH:4][C:3]=2[C:7]([O:9][CH3:10])=[O:8])=[O:13])=[CH:18][CH:17]=1, predict the reactants needed to synthesize it. The reactants are: [N:1]1[CH:6]=[CH:5][CH:4]=[C:3]([C:7]([O:9][CH3:10])=[O:8])[C:2]=1[C:11]([O:13]C)=O.[F:15][C:16]1[CH:24]=[CH:23][C:19]([CH2:20][Mg]Cl)=[CH:18][CH:17]=1.